From a dataset of Peptide-MHC class II binding affinity with 134,281 pairs from IEDB. Regression. Given a peptide amino acid sequence and an MHC pseudo amino acid sequence, predict their binding affinity value. This is MHC class II binding data. (1) The peptide sequence is ASYASPSLQTLIAVS. The MHC is DRB1_1501 with pseudo-sequence DRB1_1501. The binding affinity (normalized) is 0.482. (2) The binding affinity (normalized) is 0.585. The MHC is DRB1_1501 with pseudo-sequence DRB1_1501. The peptide sequence is AQLSQLISLLPSTLQ.